Dataset: Catalyst prediction with 721,799 reactions and 888 catalyst types from USPTO. Task: Predict which catalyst facilitates the given reaction. (1) Reactant: [CH2:1]([O:4][C:5]1[C:6]([C:15](OC)=[O:16])=[CH:7][C:8]2[C:13]([CH:14]=1)=[CH:12][CH:11]=[CH:10][CH:9]=2)[CH:2]=[CH2:3].CC(C[AlH]CC(C)C)C.CCCCCC. Product: [CH2:1]([O:4][C:5]1[C:6]([CH2:15][OH:16])=[CH:7][C:8]2[C:13]([CH:14]=1)=[CH:12][CH:11]=[CH:10][CH:9]=2)[CH:2]=[CH2:3]. The catalyst class is: 1. (2) Reactant: [NH2:1][C:2]1[S:3][C:4]2[CH:10]=[C:9]([O:11][C:12]3[CH:13]=[C:14]([CH:28]=[CH:29][CH:30]=3)[C:15]([NH:17][C:18]3[CH:23]=[CH:22][CH:21]=[C:20]([C:24]([F:27])([F:26])[F:25])[CH:19]=3)=[O:16])[CH:8]=[CH:7][C:5]=2[N:6]=1.[CH:31]1([C:34](Cl)=[O:35])[CH2:33][CH2:32]1.O. Product: [CH:31]1([C:34]([NH:1][C:2]2[S:3][C:4]3[CH:10]=[C:9]([O:11][C:12]4[CH:13]=[C:14]([CH:28]=[CH:29][CH:30]=4)[C:15]([NH:17][C:18]4[CH:23]=[CH:22][CH:21]=[C:20]([C:24]([F:27])([F:25])[F:26])[CH:19]=4)=[O:16])[CH:8]=[CH:7][C:5]=3[N:6]=2)=[O:35])[CH2:33][CH2:32]1. The catalyst class is: 341. (3) Reactant: Cl[C:2]1[C:7]([CH:8]([CH2:13][CH2:14][CH3:15])[C:9]([O:11][CH3:12])=[O:10])=[C:6]([CH3:16])[N:5]=[C:4]([C:17]2[CH:22]=[CH:21][CH:20]=[CH:19][CH:18]=2)[N:3]=1.C(N(CC)C(C)C)(C)C.[CH3:32][C:33]1[CH:34]=[C:35](B(O)O)[CH:36]=[CH:37][C:38]=1[CH3:39]. Product: [CH3:32][C:33]1[CH:34]=[C:35]([C:2]2[C:7]([CH:8]([CH2:13][CH2:14][CH3:15])[C:9]([O:11][CH3:12])=[O:10])=[C:6]([CH3:16])[N:5]=[C:4]([C:17]3[CH:22]=[CH:21][CH:20]=[CH:19][CH:18]=3)[N:3]=2)[CH:36]=[CH:37][C:38]=1[CH3:39]. The catalyst class is: 108.